From a dataset of Forward reaction prediction with 1.9M reactions from USPTO patents (1976-2016). Predict the product of the given reaction. Given the reactants Cl[C:2]1[C:3]([O:12][CH:13]([CH3:18])[C:14]([F:17])([F:16])[F:15])=[N:4][CH:5]=[C:6]([CH:11]=1)[C:7]([O:9][CH3:10])=[O:8].[CH3:19][N:20](C=O)C, predict the reaction product. The product is: [C:19]([C:2]1[C:3]([O:12][CH:13]([CH3:18])[C:14]([F:17])([F:16])[F:15])=[N:4][CH:5]=[C:6]([CH:11]=1)[C:7]([O:9][CH3:10])=[O:8])#[N:20].